From a dataset of Peptide-MHC class I binding affinity with 185,985 pairs from IEDB/IMGT. Regression. Given a peptide amino acid sequence and an MHC pseudo amino acid sequence, predict their binding affinity value. This is MHC class I binding data. The peptide sequence is EDAMPGVLSY. The MHC is HLA-A24:02 with pseudo-sequence HLA-A24:02. The binding affinity (normalized) is 0.00674.